Dataset: Reaction yield outcomes from USPTO patents with 853,638 reactions. Task: Predict the reaction yield, written as a fraction of the theoretical maximum amount of product (1.0 means a 100% yield; for example, 0.34 means a 34% yield). (1) The reactants are [F:1][C:2]1[CH:3]=[C:4]([OH:9])[CH:5]=[C:6]([F:8])[CH:7]=1.[C:10]([Si:14]([C:22]1[CH:27]=[CH:26][CH:25]=[CH:24][CH:23]=1)([C:16]1[CH:21]=[CH:20][CH:19]=[CH:18][CH:17]=1)Cl)([CH3:13])([CH3:12])[CH3:11].N1C=CN=C1. The catalyst is C(Cl)Cl. The product is [C:10]([Si:14]([O:9][C:4]1[CH:3]=[C:2]([F:1])[CH:7]=[C:6]([F:8])[CH:5]=1)([C:22]1[CH:27]=[CH:26][CH:25]=[CH:24][CH:23]=1)[C:16]1[CH:17]=[CH:18][CH:19]=[CH:20][CH:21]=1)([CH3:13])([CH3:11])[CH3:12]. The yield is 1.00. (2) The reactants are Cl[C:2]1[CH:7]=[CH:6][CH:5]=[CH:4][C:3]=1[N+:8]([O-:10])=[O:9].[F:11][CH:12]([F:15])[CH2:13][NH2:14].O. The catalyst is C(#N)C. The product is [F:11][CH:12]([F:15])[CH2:13][NH:14][C:2]1[CH:7]=[CH:6][CH:5]=[CH:4][C:3]=1[N+:8]([O-:10])=[O:9]. The yield is 0.950. (3) The catalyst is C(#N)C. The reactants are C1C(=O)N(OC(ON2C(=O)CCC2=O)=O)[C:3](=[O:4])C1.[NH2:19][C:20]1[CH:25]=[CH:24][CH:23]=[CH:22][C:21]=1[NH:26][C:27]([NH:29][C:30]1[CH:35]=[CH:34][C:33]([CH3:36])=[CH:32][CH:31]=1)=[S:28]. The product is [C:33]1([CH3:36])[CH:32]=[CH:31][C:30]([NH:29][C:27]([N:26]2[C:21]3[CH:22]=[CH:23][CH:24]=[CH:25][C:20]=3[NH:19][C:3]2=[O:4])=[S:28])=[CH:35][CH:34]=1. The yield is 0.370. (4) The reactants are [F:1][C:2]1[CH:10]=[CH:9][CH:8]=[C:7]([F:11])[C:3]=1[CH:4]=[N:5][OH:6].[Cl:12]N1C(=O)CCC1=O. The catalyst is CN(C=O)C. The product is [F:1][C:2]1[CH:10]=[CH:9][CH:8]=[C:7]([F:11])[C:3]=1[C:4](=[N:5][OH:6])[Cl:12]. The yield is 0.650. (5) The reactants are I[C:2]1[CH:7]=[C:6]([S:8][CH3:9])[N:5]=[C:4]([CH3:10])[N:3]=1.C([Mg]Cl)(C)C.Cl[Sn:17]([CH2:26][CH2:27][CH2:28][CH3:29])([CH2:22][CH2:23][CH2:24][CH3:25])[CH2:18][CH2:19][CH2:20][CH3:21]. The catalyst is C1COCC1. The product is [CH3:10][C:4]1[N:5]=[C:6]([S:8][CH3:9])[CH:7]=[C:2]([Sn:17]([CH2:22][CH2:23][CH2:24][CH3:25])([CH2:26][CH2:27][CH2:28][CH3:29])[CH2:18][CH2:19][CH2:20][CH3:21])[N:3]=1. The yield is 0.659. (6) The reactants are [S:1]([N:11]1[C:15]2[N:16]=[CH:17][C:18]3[N:19]([C:20]([C:23]45[CH2:30][CH2:29][C:26]([NH2:31])([CH2:27][CH2:28]4)[CH2:25][CH2:24]5)=[N:21][N:22]=3)[C:14]=2[CH:13]=[CH:12]1)([C:4]1[CH:10]=[CH:9][C:7]([CH3:8])=[CH:6][CH:5]=1)(=[O:3])=[O:2].FC(F)(F)S([O-])(=O)=O.[F:40][C:41]1([F:54])[CH2:44][N:43]([S:45](N2C=C[N+](C)=C2)(=[O:47])=[O:46])[CH2:42]1. The catalyst is CC#N. The product is [F:40][C:41]1([F:54])[CH2:44][N:43]([S:45]([NH:31][C:26]23[CH2:29][CH2:30][C:23]([C:20]4[N:19]5[C:14]6[CH:13]=[CH:12][N:11]([S:1]([C:4]7[CH:10]=[CH:9][C:7]([CH3:8])=[CH:6][CH:5]=7)(=[O:3])=[O:2])[C:15]=6[N:16]=[CH:17][C:18]5=[N:22][N:21]=4)([CH2:28][CH2:27]2)[CH2:24][CH2:25]3)(=[O:47])=[O:46])[CH2:42]1. The yield is 0.380.